Dataset: NCI-60 drug combinations with 297,098 pairs across 59 cell lines. Task: Regression. Given two drug SMILES strings and cell line genomic features, predict the synergy score measuring deviation from expected non-interaction effect. (1) Drug 1: C1=NC(=NC(=O)N1C2C(C(C(O2)CO)O)O)N. Drug 2: CC1=C(C(=O)C2=C(C1=O)N3CC4C(C3(C2COC(=O)N)OC)N4)N. Cell line: A549. Synergy scores: CSS=35.4, Synergy_ZIP=-5.05, Synergy_Bliss=-6.26, Synergy_Loewe=-9.73, Synergy_HSA=-1.11. (2) Drug 1: C1=CN(C(=O)N=C1N)C2C(C(C(O2)CO)O)O.Cl. Drug 2: CC1=C(C=C(C=C1)C(=O)NC2=CC(=CC(=C2)C(F)(F)F)N3C=C(N=C3)C)NC4=NC=CC(=N4)C5=CN=CC=C5. Cell line: HOP-92. Synergy scores: CSS=26.2, Synergy_ZIP=-3.27, Synergy_Bliss=-1.62, Synergy_Loewe=-9.48, Synergy_HSA=-0.867. (3) Drug 1: CC1=CC2C(CCC3(C2CCC3(C(=O)C)OC(=O)C)C)C4(C1=CC(=O)CC4)C. Drug 2: C1=NC2=C(N1)C(=S)N=CN2. Cell line: SNB-75. Synergy scores: CSS=3.61, Synergy_ZIP=-7.85, Synergy_Bliss=-14.9, Synergy_Loewe=-49.5, Synergy_HSA=-19.3. (4) Cell line: SR. Drug 2: C1CN1C2=NC(=NC(=N2)N3CC3)N4CC4. Drug 1: C1=CC=C(C=C1)NC(=O)CCCCCCC(=O)NO. Synergy scores: CSS=76.4, Synergy_ZIP=0.440, Synergy_Bliss=0.624, Synergy_Loewe=-7.77, Synergy_HSA=-1.56. (5) Drug 1: CNC(=O)C1=CC=CC=C1SC2=CC3=C(C=C2)C(=NN3)C=CC4=CC=CC=N4. Drug 2: CC1=C2C(C(=O)C3(C(CC4C(C3C(C(C2(C)C)(CC1OC(=O)C(C(C5=CC=CC=C5)NC(=O)OC(C)(C)C)O)O)OC(=O)C6=CC=CC=C6)(CO4)OC(=O)C)O)C)O. Cell line: OVCAR-5. Synergy scores: CSS=39.8, Synergy_ZIP=5.68, Synergy_Bliss=9.82, Synergy_Loewe=-34.6, Synergy_HSA=8.47. (6) Drug 1: C1=CC(=CC=C1C#N)C(C2=CC=C(C=C2)C#N)N3C=NC=N3. Drug 2: C1C(C(OC1N2C=C(C(=O)NC2=O)F)CO)O. Cell line: KM12. Synergy scores: CSS=6.35, Synergy_ZIP=-0.998, Synergy_Bliss=-0.852, Synergy_Loewe=-13.2, Synergy_HSA=-5.77. (7) Drug 2: CS(=O)(=O)OCCCCOS(=O)(=O)C. Synergy scores: CSS=13.8, Synergy_ZIP=-3.58, Synergy_Bliss=0.838, Synergy_Loewe=3.12, Synergy_HSA=1.63. Drug 1: C#CCC(CC1=CN=C2C(=N1)C(=NC(=N2)N)N)C3=CC=C(C=C3)C(=O)NC(CCC(=O)O)C(=O)O. Cell line: BT-549. (8) Drug 1: CCC1(CC2CC(C3=C(CCN(C2)C1)C4=CC=CC=C4N3)(C5=C(C=C6C(=C5)C78CCN9C7C(C=CC9)(C(C(C8N6C=O)(C(=O)OC)O)OC(=O)C)CC)OC)C(=O)OC)O.OS(=O)(=O)O. Drug 2: CC1=C(C=C(C=C1)C(=O)NC2=CC(=CC(=C2)C(F)(F)F)N3C=C(N=C3)C)NC4=NC=CC(=N4)C5=CN=CC=C5. Cell line: NCI-H522. Synergy scores: CSS=25.7, Synergy_ZIP=1.33, Synergy_Bliss=2.80, Synergy_Loewe=-27.7, Synergy_HSA=1.69.